This data is from Catalyst prediction with 721,799 reactions and 888 catalyst types from USPTO. The task is: Predict which catalyst facilitates the given reaction. (1) Reactant: [N+:1]([O-:4])(O)=[O:2].[CH3:5][CH:6]([CH3:15])[C:7]([C:9]1[CH:14]=[CH:13][CH:12]=[CH:11][CH:10]=1)=[O:8].[N+]([O-])(O)=O.S(=O)(=O)(O)O. Product: [CH3:5][CH:6]([CH3:15])[C:7]([C:9]1[CH:14]=[CH:13][CH:12]=[C:11]([N+:1]([O-:4])=[O:2])[CH:10]=1)=[O:8]. The catalyst class is: 65. (2) Product: [Cl:1][C:2]1[N:3]=[C:4]([N:24]2[CH2:25][CH2:26][O:27][CH2:28][C@H:23]2[CH3:22])[C:5]2[CH2:11][N:10]([C:12]3[N:16]([CH2:17][CH3:29])[N:15]=[C:14]([CH:18]4[CH2:20][CH2:19]4)[CH:13]=3)[CH2:9][CH2:8][C:6]=2[N:7]=1. The catalyst class is: 44. Reactant: [Cl:1][C:2]1[N:3]=[C:4](Cl)[C:5]2[CH2:11][N:10]([C:12]3[N:16]([CH3:17])[N:15]=[C:14]([CH:18]4[CH2:20][CH2:19]4)[CH:13]=3)[CH2:9][CH2:8][C:6]=2[N:7]=1.[CH3:22][C@@H:23]1[CH2:28][O:27][CH2:26][CH2:25][NH:24]1.[CH3:29]CN(C(C)C)C(C)C.O. (3) Reactant: O.[NH2:2][NH2:3].[N:4]1[CH:9]=[CH:8][CH:7]=[CH:6][C:5]=1[C:10]1[CH:17]=[CH:16][C:13]([CH:14]=O)=[CH:12][CH:11]=1. Product: [N:4]1[CH:9]=[CH:8][CH:7]=[CH:6][C:5]=1[C:10]1[CH:17]=[CH:16][C:13]([CH:14]=[N:2][NH2:3])=[CH:12][CH:11]=1. The catalyst class is: 5.